This data is from Forward reaction prediction with 1.9M reactions from USPTO patents (1976-2016). The task is: Predict the product of the given reaction. Given the reactants Cl[C:2]1[C:7]([CH:8]([CH2:13][CH2:14][CH3:15])[C:9]([O:11][CH3:12])=[O:10])=[C:6]([CH3:16])[N:5]=[C:4]([N:17]2[CH2:22][CH2:21][CH2:20][CH2:19][CH2:18]2)[N:3]=1.C(N(CC)C(C)C)(C)C.[N:32]1[C:41]2[C:36](=[C:37](B(O)O)[CH:38]=[CH:39][CH:40]=2)[CH:35]=[CH:34][CH:33]=1, predict the reaction product. The product is: [CH3:16][C:6]1[C:7]([CH:8]([CH2:13][CH2:14][CH3:15])[C:9]([O:11][CH3:12])=[O:10])=[C:2]([C:37]2[CH:38]=[CH:39][CH:40]=[C:41]3[C:36]=2[CH:35]=[CH:34][CH:33]=[N:32]3)[N:3]=[C:4]([N:17]2[CH2:22][CH2:21][CH2:20][CH2:19][CH2:18]2)[N:5]=1.